This data is from Forward reaction prediction with 1.9M reactions from USPTO patents (1976-2016). The task is: Predict the product of the given reaction. (1) Given the reactants [NH2:1][C:2]1[S:3]/[C:4](=[CH:8]\[C:9]2[CH:14]=[C:13]([O:15][CH2:16][CH2:17][CH3:18])[C:12]([OH:19])=[C:11]([Cl:20])[CH:10]=2)/[C:5](=[O:7])[N:6]=1.Br[CH2:22][C:23]([C:25]1[C:29]([CH3:30])=[CH:28][S:27][C:26]=1[CH3:31])=O, predict the reaction product. The product is: [Cl:20][C:11]1[CH:10]=[C:9](/[CH:8]=[C:4]2/[C:5](=[O:7])[N:6]3[CH:22]=[C:23]([C:25]4[C:29]([CH3:30])=[CH:28][S:27][C:26]=4[CH3:31])[N:1]=[C:2]3[S:3]/2)[CH:14]=[C:13]([O:15][CH2:16][CH2:17][CH3:18])[C:12]=1[OH:19]. (2) Given the reactants C(O[BH-](OC(=O)C)OC(=O)C)(=O)C.[Na+].[CH3:15][N:16]([CH2:27][CH:28]=O)[C:17](=[O:26])[O:18][CH2:19][C:20]1[CH:25]=[CH:24][CH:23]=[CH:22][CH:21]=1.[N:30]([CH2:33][CH2:34][O:35][CH2:36][CH2:37][O:38][CH2:39][CH2:40][O:41][CH2:42][CH2:43][NH:44][CH3:45])=[N+:31]=[N-:32].C(O)(=O)C, predict the reaction product. The product is: [N:30]([CH2:33][CH2:34][O:35][CH2:36][CH2:37][O:38][CH2:39][CH2:40][O:41][CH2:42][CH2:43][N:44]([CH3:45])[CH2:28][CH2:27][N:16]([CH3:15])[C:17](=[O:26])[O:18][CH2:19][C:20]1[CH:21]=[CH:22][CH:23]=[CH:24][CH:25]=1)=[N+:31]=[N-:32]. (3) The product is: [NH2:24][C:16]1[CH:15]=[C:14]([N:6]([CH2:5][CH2:4][CH2:3][N:2]([CH3:27])[CH3:1])[C:7](=[O:13])[O:8][C:9]([CH3:10])([CH3:11])[CH3:12])[CH:19]=[C:18]([C:20]([F:23])([F:22])[F:21])[CH:17]=1. Given the reactants [CH3:1][N:2]([CH3:27])[CH2:3][CH2:4][CH2:5][N:6]([C:14]1[CH:19]=[C:18]([C:20]([F:23])([F:22])[F:21])[CH:17]=[C:16]([N+:24]([O-])=O)[CH:15]=1)[C:7](=[O:13])[O:8][C:9]([CH3:12])([CH3:11])[CH3:10], predict the reaction product. (4) Given the reactants C[O:2][C:3]([CH:5]1[CH2:9][CH2:8][CH2:7][N:6]1[CH2:10][C@@H:11]1[C@@H:16]([OH:17])[C@H:15]([OH:18])[C@@H:14]([OH:19])[C@H:13]([C:20]2[CH:25]=[CH:24][C:23]([Cl:26])=[C:22]([CH2:27][C:28]3[CH:33]=[CH:32][C:31]([O:34][CH2:35][CH3:36])=[CH:30][CH:29]=3)[CH:21]=2)[O:12]1)=O.[BH4-].[Na+], predict the reaction product. The product is: [Cl:26][C:23]1[CH:24]=[CH:25][C:20]([C@H:13]2[C@H:14]([OH:19])[C@@H:15]([OH:18])[C@H:16]([OH:17])[C@@H:11]([CH2:10][N:6]3[CH2:7][CH2:8][CH2:9][C@H:5]3[CH2:3][OH:2])[O:12]2)=[CH:21][C:22]=1[CH2:27][C:28]1[CH:29]=[CH:30][C:31]([O:34][CH2:35][CH3:36])=[CH:32][CH:33]=1. (5) Given the reactants [CH3:1][S:2]([C:5]1[N:10]=[CH:9][C:8]([O:11][C:12]2[CH:13]=[C:14]3[C:18](=[C:19]([O:21][CH:22]4[CH2:27][CH2:26][O:25][CH2:24][CH2:23]4)[CH:20]=2)[NH:17][C:16]([C:28]([O:30]CC)=[O:29])=[CH:15]3)=[CH:7][CH:6]=1)(=[O:4])=[O:3].[OH-].[Na+], predict the reaction product. The product is: [CH3:1][S:2]([C:5]1[N:10]=[CH:9][C:8]([O:11][C:12]2[CH:13]=[C:14]3[C:18](=[C:19]([O:21][CH:22]4[CH2:23][CH2:24][O:25][CH2:26][CH2:27]4)[CH:20]=2)[NH:17][C:16]([C:28]([OH:30])=[O:29])=[CH:15]3)=[CH:7][CH:6]=1)(=[O:4])=[O:3]. (6) The product is: [CH3:34][C:29]1[CH:28]=[C:27]([CH:32]=[C:31]([CH3:33])[CH:30]=1)[O:26][C:25]1[CH:24]=[CH:23][C:19]([C:20]([O:22][CH3:35])=[O:21])=[CH:18][C:17]=1[S:14]([N:11]1[CH2:10][CH2:9][N:8]([C:6]([O:5][C:1]([CH3:4])([CH3:3])[CH3:2])=[O:7])[CH2:13][CH2:12]1)(=[O:15])=[O:16]. Given the reactants [C:1]([O:5][C:6]([N:8]1[CH2:13][CH2:12][N:11]([S:14]([C:17]2[CH:18]=[C:19]([CH:23]=[CH:24][C:25]=2[O:26][C:27]2[CH:32]=[C:31]([CH3:33])[CH:30]=[C:29]([CH3:34])[CH:28]=2)[C:20]([OH:22])=[O:21])(=[O:16])=[O:15])[CH2:10][CH2:9]1)=[O:7])([CH3:4])([CH3:3])[CH3:2].[C:35]([O-])([O-])=O.[K+].[K+].CI, predict the reaction product.